This data is from Full USPTO retrosynthesis dataset with 1.9M reactions from patents (1976-2016). The task is: Predict the reactants needed to synthesize the given product. (1) Given the product [F:1][C:2]1[CH:3]=[CH:4][C:5]([CH:8]([C:21]2[CH:22]=[CH:23][C:24]([C:27]([F:30])([F:28])[F:29])=[CH:25][CH:26]=2)[C:9]2[C:17]3[C:12](=[C:13]([CH2:18][S:19]([CH3:20])=[O:42])[CH:14]=[CH:15][CH:16]=3)[NH:11][CH:10]=2)=[CH:6][CH:7]=1, predict the reactants needed to synthesize it. The reactants are: [F:1][C:2]1[CH:7]=[CH:6][C:5]([CH:8]([C:21]2[CH:26]=[CH:25][C:24]([C:27]([F:30])([F:29])[F:28])=[CH:23][CH:22]=2)[C:9]2[C:17]3[C:12](=[C:13]([CH2:18][S:19][CH3:20])[CH:14]=[CH:15][CH:16]=3)[NH:11][CH:10]=2)=[CH:4][CH:3]=1.ClCCl.ClC1C=CC=C(C(OO)=[O:42])C=1. (2) Given the product [NH2:10][CH2:9][CH2:8][C:5]1[CH:6]=[CH:7][C:2]([Cl:1])=[CH:3][C:4]=1[CH2:18][NH:19][C:20](=[O:41])[CH2:21][C:22]1[C:27]([Cl:28])=[CH:26][N:25]=[C:24]([NH:29][CH2:30][C:31]([F:38])([F:39])[C:32]2[CH:37]=[CH:36][CH:35]=[CH:34][N:33]=2)[C:23]=1[F:40], predict the reactants needed to synthesize it. The reactants are: [Cl:1][C:2]1[CH:7]=[CH:6][C:5]([CH2:8][CH2:9][NH:10]C(=O)OC(C)(C)C)=[C:4]([CH2:18][NH:19][C:20](=[O:41])[CH2:21][C:22]2[C:27]([Cl:28])=[CH:26][N:25]=[C:24]([NH:29][CH2:30][C:31]([F:39])([F:38])[C:32]3[CH:37]=[CH:36][CH:35]=[CH:34][N:33]=3)[C:23]=2[F:40])[CH:3]=1.Cl. (3) Given the product [NH2:20][C@@H:12]([CH2:13][C:14]1[CH:19]=[CH:18][CH:17]=[CH:16][CH:15]=1)[CH2:11][C@H:10]([OH:21])[C@@H:2]([NH:1][C:32]([O:34][CH2:35][C:36]1[S:40][CH:39]=[N:38][CH:37]=1)=[O:31])[CH2:3][C:4]1[CH:9]=[CH:8][CH:7]=[CH:6][CH:5]=1.[NH2:1][C@H:2]([C@@H:10]([OH:21])[CH2:11][C@@H:12]([NH:20][C:32]([O:34][CH2:35][C:36]1[S:40][CH:39]=[N:38][CH:37]=1)=[O:33])[CH2:13][C:14]1[CH:19]=[CH:18][CH:17]=[CH:16][CH:15]=1)[CH2:3][C:4]1[CH:9]=[CH:8][CH:7]=[CH:6][CH:5]=1, predict the reactants needed to synthesize it. The reactants are: [NH2:1][C@H:2]([C@@H:10]([OH:21])[CH2:11][C@@H:12]([NH2:20])[CH2:13][C:14]1[CH:19]=[CH:18][CH:17]=[CH:16][CH:15]=1)[CH2:3][C:4]1[CH:9]=[CH:8][CH:7]=[CH:6][CH:5]=1.C1C([N+]([O-])=O)=CC=C([O:31][C:32]([O:34][CH2:35][C:36]2[S:40][CH:39]=[N:38][CH:37]=2)=[O:33])C=1.CO.C(N)(C)C. (4) Given the product [CH3:15][O:16][C:17](=[O:34])[C@H:18]([NH:29][C:30](=[O:33])[CH2:31][NH:8][CH2:1][C:2]1[CH:7]=[CH:6][CH:5]=[CH:4][CH:3]=1)[CH2:19][C:20]1[CH:25]=[CH:24][C:23]([CH3:26])=[C:22]([O:27][CH3:28])[CH:21]=1, predict the reactants needed to synthesize it. The reactants are: [CH2:1]([NH2:8])[C:2]1[CH:7]=[CH:6][CH:5]=[CH:4][CH:3]=1.C(=O)([O-])[O-].[K+].[K+].[CH3:15][O:16][C:17](=[O:34])[C@H:18]([NH:29][C:30](=[O:33])[CH2:31]Cl)[CH2:19][C:20]1[CH:25]=[CH:24][C:23]([CH3:26])=[C:22]([O:27][CH3:28])[CH:21]=1.Cl. (5) Given the product [OH:8][C:9]1[CH:18]=[CH:17][C:12]([C:13]([O:15][CH3:16])=[O:14])=[C:11]([N:19]2[CH2:28][C:27]3[C:22](=[CH:23][CH:24]=[CH:25][CH:26]=3)[NH:21][C:20]2=[O:29])[CH:10]=1, predict the reactants needed to synthesize it. The reactants are: [Si]([O:8][C:9]1[CH:18]=[CH:17][C:12]([C:13]([O:15][CH3:16])=[O:14])=[C:11]([N:19]2[CH2:28][C:27]3[C:22](=[CH:23][CH:24]=[CH:25][CH:26]=3)[NH:21][C:20]2=[O:29])[CH:10]=1)(C(C)(C)C)(C)C.[F-].C([N+](CCCC)(CCCC)CCCC)CCC.C1COCC1.